This data is from Full USPTO retrosynthesis dataset with 1.9M reactions from patents (1976-2016). The task is: Predict the reactants needed to synthesize the given product. (1) Given the product [F:3][C:4]1[CH:5]=[CH:6][C:7]([C:10]2[O:11][C:12]3[C:13](=[C:15]([C:19]([OH:21])=[O:20])[CH:16]=[CH:17][CH:18]=3)[N:14]=2)=[CH:8][CH:9]=1, predict the reactants needed to synthesize it. The reactants are: [OH-].[Li+].[F:3][C:4]1[CH:9]=[CH:8][C:7]([C:10]2[O:11][C:12]3[C:13](=[C:15]([C:19]([O:21]C)=[O:20])[CH:16]=[CH:17][CH:18]=3)[N:14]=2)=[CH:6][CH:5]=1. (2) Given the product [OH:8][C:9]1[C:14](=[O:15])[CH:13]=[CH:12][N:11]([CH2:16][C:17]([F:20])([F:18])[F:19])[CH:10]=1, predict the reactants needed to synthesize it. The reactants are: C([O:8][C:9]1[C:14](=[O:15])[CH:13]=[CH:12][N:11]([CH2:16][C:17]([F:20])([F:19])[F:18])[CH:10]=1)C1C=CC=CC=1.[H][H]. (3) Given the product [CH2:1]([N:8]1[CH2:13][CH2:12][CH:11]([O:14][C:24](=[O:25])[C:23]([CH3:28])([CH3:27])[CH3:22])[CH2:10][CH2:9]1)[C:2]1[CH:3]=[CH:4][CH:5]=[CH:6][CH:7]=1, predict the reactants needed to synthesize it. The reactants are: [CH2:1]([N:8]1[CH2:13][CH2:12][CH:11]([OH:14])[CH2:10][CH2:9]1)[C:2]1[CH:7]=[CH:6][CH:5]=[CH:4][CH:3]=1.C(N(CC)CC)C.[CH3:22][C:23]([CH3:28])([CH3:27])[C:24](Cl)=[O:25]. (4) Given the product [CH2:1]([N:8]1[CH:16]=[C:15]2[C:10]([CH:11]=[C:12]([C:17]3[CH:18]=[C:19]([C:27]4[CH:32]=[CH:31][C:30]([N:33]5[CH2:38][CH2:37][N:36]([CH3:41])[CH2:35][CH2:34]5)=[CH:29][CH:28]=4)[N:20]4[C:25]=3[C:24]([NH2:26])=[N:23][CH:22]=[N:21]4)[CH:13]=[CH:14]2)=[N:9]1)[C:2]1[CH:7]=[CH:6][CH:5]=[CH:4][CH:3]=1, predict the reactants needed to synthesize it. The reactants are: [CH2:1]([N:8]1[CH:16]=[C:15]2[C:10]([CH:11]=[C:12]([C:17]3[CH:18]=[C:19]([C:27]4[CH:32]=[CH:31][C:30]([N:33]5[CH2:38][CH2:37][NH:36][CH2:35][CH2:34]5)=[CH:29][CH:28]=4)[N:20]4[C:25]=3[C:24]([NH2:26])=[N:23][CH:22]=[N:21]4)[CH:13]=[CH:14]2)=[N:9]1)[C:2]1[CH:7]=[CH:6][CH:5]=[CH:4][CH:3]=1.C=O.[C:41](O[BH-](OC(=O)C)OC(=O)C)(=O)C.[Na+]. (5) Given the product [OH:38][C:25]1[C:24](=[O:23])[N:13]([C:14]2[N:15]=[N:16][C:17]([CH3:20])=[CH:18][CH:19]=2)[CH:9]([C:8]2[CH:11]=[CH:12][C:5]([S:4][CH:1]([CH3:3])[CH3:2])=[CH:6][CH:7]=2)[C:26]=1[C:27](=[O:28])[C:29]1[CH:34]=[CH:33][C:32]([CH:35]([CH3:37])[CH3:36])=[CH:31][CH:30]=1, predict the reactants needed to synthesize it. The reactants are: [CH:1]([S:4][C:5]1[CH:12]=[CH:11][C:8]([CH:9]=O)=[CH:7][CH:6]=1)([CH3:3])[CH3:2].[NH2:13][C:14]1[N:15]=[N:16][C:17]([CH3:20])=[CH:18][CH:19]=1.C([O:23][C:24](=O)[C:25]([OH:38])=[CH:26][C:27]([C:29]1[CH:34]=[CH:33][C:32]([CH:35]([CH3:37])[CH3:36])=[CH:31][CH:30]=1)=[O:28])C. (6) Given the product [CH3:27][N:28]1[C:36]2[C:35]([O:37][C:38]3[CH:44]=[CH:43][C:41]([NH:42][C:18]([NH:8][C:5]4[O:6][CH:7]=[C:3]([C:2]([F:10])([F:9])[F:1])[N:4]=4)=[O:19])=[CH:40][CH:39]=3)=[N:34][CH:33]=[N:32][C:31]=2[CH:30]=[CH:29]1, predict the reactants needed to synthesize it. The reactants are: [F:1][C:2]([F:10])([F:9])[C:3]1[N:4]=[C:5]([NH2:8])[O:6][CH:7]=1.N1C=CC=CC=1.Cl[C:18](OC1C=CC=CC=1)=[O:19].[CH3:27][N:28]1[C:36]2[C:35]([O:37][C:38]3[CH:44]=[CH:43][C:41]([NH2:42])=[CH:40][CH:39]=3)=[N:34][CH:33]=[N:32][C:31]=2[CH:30]=[CH:29]1.